Task: Predict the reaction yield, written as a fraction of the theoretical maximum amount of product (1.0 means a 100% yield; for example, 0.34 means a 34% yield).. Dataset: Reaction yield outcomes from USPTO patents with 853,638 reactions (1) The reactants are [NH2:1][C:2]1[CH:7]=[CH:6][C:5]([C:8]2[CH:9]=[N:10][CH:11]=[C:12]([O:14][CH3:15])[CH:13]=2)=[CH:4][C:3]=1[OH:16].[CH:17]1([C:20]2[NH:21][C:22]([C:25](F)(F)F)=[CH:23][N:24]=2)[CH2:19][CH2:18]1.[OH-].[Na+]. The catalyst is CO. The product is [CH:17]1([C:20]2[NH:21][C:22]([C:25]3[O:16][C:3]4[CH:4]=[C:5]([C:8]5[CH:9]=[N:10][CH:11]=[C:12]([O:14][CH3:15])[CH:13]=5)[CH:6]=[CH:7][C:2]=4[N:1]=3)=[CH:23][N:24]=2)[CH2:19][CH2:18]1. The yield is 0.100. (2) The reactants are [Cl:1][C:2]1[CH:7]=[CH:6][C:5]([N:8]([C:38]([CH:40]2[CH2:42][CH2:41]2)=[O:39])[C@H:9]2[C:18]3[C:13](=[CH:14][CH:15]=[CH:16][CH:17]=3)[N:12]([C:19]([C:21]3[CH:36]=[CH:35][C:24]([O:25][CH2:26][CH2:27][C:28]([CH3:34])([CH3:33])[C:29]([O:31]C)=[O:30])=[CH:23][CH:22]=3)=[O:20])[C@@H:11]([CH3:37])[CH2:10]2)=[CH:4][CH:3]=1.[OH-].[Na+]. The catalyst is CO.O1CCCC1.O. The product is [Cl:1][C:2]1[CH:3]=[CH:4][C:5]([N:8]([C:38]([CH:40]2[CH2:41][CH2:42]2)=[O:39])[C@H:9]2[C:18]3[C:13](=[CH:14][CH:15]=[CH:16][CH:17]=3)[N:12]([C:19]([C:21]3[CH:22]=[CH:23][C:24]([O:25][CH2:26][CH2:27][C:28]([CH3:33])([CH3:34])[C:29]([OH:31])=[O:30])=[CH:35][CH:36]=3)=[O:20])[C@@H:11]([CH3:37])[CH2:10]2)=[CH:6][CH:7]=1. The yield is 0.870. (3) The yield is 0.961. The reactants are [C:1]12([C:11]3[CH:24]=[CH:23][C:14]([O:15][C:16]([CH3:22])([CH3:21])[C:17]([O:19]C)=[O:18])=[CH:13][CH:12]=3)[CH2:10][CH:5]3[CH2:6][CH:7]([CH2:9][CH:3]([CH2:4]3)[CH2:2]1)[CH2:8]2.O.[OH-].[Li+].Cl. The catalyst is O.C1COCC1. The product is [C:1]12([C:11]3[CH:12]=[CH:13][C:14]([O:15][C:16]([CH3:21])([CH3:22])[C:17]([OH:19])=[O:18])=[CH:23][CH:24]=3)[CH2:8][CH:7]3[CH2:9][CH:3]([CH2:4][CH:5]([CH2:6]3)[CH2:10]1)[CH2:2]2. (4) The reactants are [CH3:1][C:2]1[N:3]([C:8]2[CH:12]=[C:11]([C:13](N(OC)C)=[O:14])[NH:10][N:9]=2)[C:4]([CH3:7])=[CH:5][CH:6]=1.[CH3:19][Mg+].[Br-]. The catalyst is C1COCC1. The product is [CH3:7][C:4]1[N:3]([C:8]2[CH:12]=[C:11]([C:13](=[O:14])[CH3:19])[NH:10][N:9]=2)[C:2]([CH3:1])=[CH:6][CH:5]=1. The yield is 0.890.